From a dataset of Full USPTO retrosynthesis dataset with 1.9M reactions from patents (1976-2016). Predict the reactants needed to synthesize the given product. (1) Given the product [F:10][C:3]1[CH:4]=[C:5]([CH2:8][OH:9])[CH:6]=[N:7][C:2]=1[CH3:11], predict the reactants needed to synthesize it. The reactants are: Cl[C:2]1[N:7]=[CH:6][C:5]([CH2:8][OH:9])=[CH:4][C:3]=1[F:10].[C:11]([O-])([O-])=O.[K+].[K+].CB1OB(C)OB(C)O1. (2) Given the product [Cl:1][C:2]1[N:3]=[CH:4][C:5]([CH2:8][N:9]2[C:17]3[C:12](=[CH:13][C:14]([O:18][CH3:19])=[CH:15][CH:16]=3)[C:11]([C:20](=[O:24])[C:21]([NH:41][C:39]3[CH:38]=[CH:37][N:36]=[C:35]([O:34][CH3:33])[CH:40]=3)=[O:23])=[C:10]2[CH3:25])=[N:6][CH:7]=1, predict the reactants needed to synthesize it. The reactants are: [Cl:1][C:2]1[N:3]=[CH:4][C:5]([CH2:8][N:9]2[C:17]3[C:12](=[CH:13][C:14]([O:18][CH3:19])=[CH:15][CH:16]=3)[C:11]([C:20](=[O:24])[C:21]([OH:23])=O)=[C:10]2[CH3:25])=[N:6][CH:7]=1.C(N(CC)CC)C.[CH3:33][O:34][C:35]1[CH:40]=[C:39]([NH2:41])[CH:38]=[CH:37][N:36]=1.C(P1(=O)OP(CCC)(=O)OP(CCC)(=O)O1)CC. (3) Given the product [Si:11]([O:10][C:3]1[CH:4]=[C:5]([CH:8]=[CH:9][C:2]=1[Cl:1])[CH:6]=[O:7])([C:14]([CH3:17])([CH3:16])[CH3:15])([CH3:13])[CH3:12], predict the reactants needed to synthesize it. The reactants are: [Cl:1][C:2]1[CH:9]=[CH:8][C:5]([CH:6]=[O:7])=[CH:4][C:3]=1[OH:10].[Si:11](Cl)([C:14]([CH3:17])([CH3:16])[CH3:15])([CH3:13])[CH3:12].C(N(CC)CC)C. (4) Given the product [Cl:6][C:1]1[C:2]2[C:15](=[CH:16][CH:17]=[C:8]([I:7])[CH:9]=2)[N:14]=[CH:13][N:12]=1, predict the reactants needed to synthesize it. The reactants are: [C:1]([Cl:6])(=O)[C:2](Cl)=O.[I:7][C:8]1[CH:9]=C2[C:15](=[CH:16][CH:17]=1)[N:14]=[CH:13][N:12]=C2O.CN(C=O)C.C([O-])([O-])=O.[Na+].[Na+].